Dataset: Full USPTO retrosynthesis dataset with 1.9M reactions from patents (1976-2016). Task: Predict the reactants needed to synthesize the given product. (1) The reactants are: [Cl:1][C:2]1[CH:3]=[C:4]([C:9]2([C:22]([F:25])([F:24])[F:23])[O:13][N:12]=[C:11]([C:14]3[CH:15]=[CH:16][C:17]([CH3:21])=[C:18]([CH:20]=3)[NH2:19])[CH2:10]2)[CH:5]=[C:6]([Cl:8])[CH:7]=1.Cl.[CH3:27][N:28]([CH3:33])[CH2:29][C:30](O)=[O:31].Cl.C(N(CC)CCCN=C=NCC)C.C(=O)([O-])O.[Na+]. Given the product [Cl:1][C:2]1[CH:3]=[C:4]([C:9]2([C:22]([F:23])([F:25])[F:24])[O:13][N:12]=[C:11]([C:14]3[CH:15]=[CH:16][C:17]([CH3:21])=[C:18]([NH:19][C:30](=[O:31])[CH2:29][N:28]([CH3:33])[CH3:27])[CH:20]=3)[CH2:10]2)[CH:5]=[C:6]([Cl:8])[CH:7]=1, predict the reactants needed to synthesize it. (2) Given the product [CH2:11]([O:10][C:8](=[O:9])[C:7]([F:14])([F:13])[CH2:29][N:21]([CH2:22][C:23]1[CH:24]=[CH:25][CH:26]=[CH:27][CH:28]=1)[CH2:20][CH2:19][C:18]([O:17][CH2:15][CH3:16])=[O:39])[CH3:12], predict the reactants needed to synthesize it. The reactants are: [Si](Cl)(C)(C)C.Br[C:7]([F:14])([F:13])[C:8]([O:10][CH2:11][CH3:12])=[O:9].[CH2:15]([O:17][C:18](=[O:39])[CH2:19][CH2:20][N:21]([CH2:29]N1C2C=CC=CC=2N=N1)[CH2:22][C:23]1[CH:28]=[CH:27][CH:26]=[CH:25][CH:24]=1)[CH3:16].C([O-])(O)=O.[Na+]. (3) Given the product [NH2:46][C@@H:40]([CH2:41][CH2:42][C:43](=[O:44])[NH:24][C:21]1[CH:22]=[N:23][C:18]([O:17][C:12]2[CH:13]=[C:14]3[C:9](=[CH:10][CH:11]=2)[O:8][CH:7]([C:1]2[CH:6]=[CH:5][CH:4]=[CH:3][CH:2]=2)[CH2:16][CH2:15]3)=[CH:19][CH:20]=1)[C:39]([OH:50])=[O:38], predict the reactants needed to synthesize it. The reactants are: [C:1]1([CH:7]2[CH2:16][CH2:15][C:14]3[C:9](=[CH:10][CH:11]=[C:12]([O:17][C:18]4[N:23]=[CH:22][C:21]([NH2:24])=[CH:20][CH:19]=4)[CH:13]=3)[O:8]2)[CH:6]=[CH:5][CH:4]=[CH:3][CH:2]=1.N1CCC(C(O)=O)CC1.C([O:38][C:39](=[O:50])[C@@H:40]([NH:46]C(O)=O)[CH2:41][CH2:42][C:43](O)=[O:44])(C)(C)C. (4) The reactants are: [O:1]=[C:2]1[C:7]2[C:8]([C:17]3[CH:18]=[C:19]([C:22]([OH:24])=O)[S:20][CH:21]=3)=[N:9][N:10]([CH:11]3[CH2:16][CH2:15][O:14][CH2:13][CH2:12]3)[C:6]=2[CH:5]=[CH:4][NH:3]1.CC[N:27]=C=NCCCN(C)C.Cl.O. Given the product [O:1]=[C:2]1[C:7]2[C:8]([C:17]3[CH:18]=[C:19]([C:22]([NH2:27])=[O:24])[S:20][CH:21]=3)=[N:9][N:10]([CH:11]3[CH2:12][CH2:13][O:14][CH2:15][CH2:16]3)[C:6]=2[CH:5]=[CH:4][NH:3]1, predict the reactants needed to synthesize it. (5) Given the product [F:3][C:4]1[CH:5]=[CH:6][C:7]([C:10]2[CH:11]=[C:12]3[C:17](=[CH:18][CH:19]=2)[CH:16]=[C:15]([S:20]([C:23]2[C:24]([CH2:28][OH:29])=[CH:25][S:26][CH:27]=2)(=[O:22])=[O:21])[CH:14]=[CH:13]3)=[CH:8][CH:9]=1, predict the reactants needed to synthesize it. The reactants are: [BH4-].[Na+].[F:3][C:4]1[CH:9]=[CH:8][C:7]([C:10]2[CH:11]=[C:12]3[C:17](=[CH:18][CH:19]=2)[CH:16]=[C:15]([S:20]([C:23]2[C:24]([CH:28]=[O:29])=[CH:25][S:26][CH:27]=2)(=[O:22])=[O:21])[CH:14]=[CH:13]3)=[CH:6][CH:5]=1. (6) Given the product [CH:12]([C:2]1[CH:11]=[CH:10][C:9]2[C:4](=[CH:5][CH:6]=[CH:7][N:8]=2)[N:3]=1)=[CH2:13], predict the reactants needed to synthesize it. The reactants are: Cl[C:2]1[CH:11]=[CH:10][C:9]2[C:4](=[CH:5][CH:6]=[CH:7][N:8]=2)[N:3]=1.[CH2:12]([Sn](CCCC)(CCCC)C=C)[CH2:13]CC.